Dataset: Peptide-MHC class I binding affinity with 185,985 pairs from IEDB/IMGT. Task: Regression. Given a peptide amino acid sequence and an MHC pseudo amino acid sequence, predict their binding affinity value. This is MHC class I binding data. The peptide sequence is VIPMFSAL. The MHC is HLA-A11:01 with pseudo-sequence HLA-A11:01. The binding affinity (normalized) is 0.